From a dataset of Catalyst prediction with 721,799 reactions and 888 catalyst types from USPTO. Predict which catalyst facilitates the given reaction. (1) Product: [CH3:20][C:21]1([CH3:28])[O:25][CH:24]([CH2:26][NH:27][S:16]([C:14]2[S:15][C:11]([C:7]3[S:6][C:5]([NH:4][C:1](=[O:3])[CH3:2])=[N:9][C:8]=3[CH3:10])=[CH:12][CH:13]=2)(=[O:18])=[O:17])[CH2:23][O:22]1. Reactant: [C:1]([NH:4][C:5]1[S:6][C:7]([C:11]2[S:15][C:14]([S:16](Cl)(=[O:18])=[O:17])=[CH:13][CH:12]=2)=[C:8]([CH3:10])[N:9]=1)(=[O:3])[CH3:2].[CH3:20][C:21]1([CH3:28])[O:25][CH:24]([CH2:26][NH2:27])[CH2:23][O:22]1.CCN(C(C)C)C(C)C. The catalyst class is: 2. (2) Reactant: O.NN.[CH3:4][CH:5]1[CH2:14][C:13]2[C:8](=[CH:9][CH:10]=[CH:11][C:12]=2[O:15][C:16]2[CH:21]=[CH:20][C:19]([N+:22]([O-])=O)=[CH:18][N:17]=2)[O:7][CH2:6]1. Product: [CH3:4][CH:5]1[CH2:14][C:13]2[C:8](=[CH:9][CH:10]=[CH:11][C:12]=2[O:15][C:16]2[N:17]=[CH:18][C:19]([NH2:22])=[CH:20][CH:21]=2)[O:7][CH2:6]1. The catalyst class is: 29. (3) Reactant: [N:1]([CH:4]([C:6]1[O:7][C:8]2[CH:14]=[CH:13][C:12]([C:15]([O:17][CH2:18][CH3:19])=[O:16])=[CH:11][C:9]=2[CH:10]=1)[CH3:5])=[N+]=[N-].C1C[O:23][CH2:22][CH2:21]1.C1(P(C2C=CC=CC=2)C2C=CC=CC=2)C=CC=CC=1.C(OC(=O)C)(=O)C. Product: [C:22]([NH:1][CH:4]([C:6]1[O:7][C:8]2[CH:14]=[CH:13][C:12]([C:15]([O:17][CH2:18][CH3:19])=[O:16])=[CH:11][C:9]=2[CH:10]=1)[CH3:5])(=[O:23])[CH3:21]. The catalyst class is: 84. (4) Reactant: [Cl:1][C:2]1[N:7]=[C:6]([Cl:8])[CH:5]=[CH:4][N:3]=1.[CH3:9][NH:10][CH2:11][CH2:12][OH:13]. Product: [Cl:1][C:2]1[N:7]=[C:6]([N:10]([CH3:9])[CH2:11][CH2:12][OH:13])[CH:5]=[CH:4][N:3]=1.[Cl:8][C:6]1[CH:5]=[CH:4][N:3]=[C:2]([N:10]([CH3:9])[CH2:11][CH2:12][OH:13])[N:7]=1. The catalyst class is: 1. (5) Reactant: [NH2:1][C:2]1[C:7]2[C:8]([C:11]3[CH:16]=[CH:15][C:14]([NH:17]C(=O)OC(C)(C)C)=[C:13]([O:25][CH3:26])[CH:12]=3)=[CH:9][O:10][C:6]=2[C:5]([I:27])=[CH:4][N:3]=1.FC(F)(F)C(O)=O. Product: [NH2:17][C:14]1[CH:15]=[CH:16][C:11]([C:8]2[C:7]3[C:2]([NH2:1])=[N:3][CH:4]=[C:5]([I:27])[C:6]=3[O:10][CH:9]=2)=[CH:12][C:13]=1[O:25][CH3:26]. The catalyst class is: 4.